The task is: Regression. Given a peptide amino acid sequence and an MHC pseudo amino acid sequence, predict their binding affinity value. This is MHC class I binding data.. This data is from Peptide-MHC class I binding affinity with 185,985 pairs from IEDB/IMGT. (1) The peptide sequence is RTRAGRHAF. The MHC is HLA-B51:01 with pseudo-sequence HLA-B51:01. The binding affinity (normalized) is 0.0847. (2) The peptide sequence is HTSVSAKQLR. The MHC is HLA-A31:01 with pseudo-sequence HLA-A31:01. The binding affinity (normalized) is 0.530. (3) The peptide sequence is NVHRSQFAQ. The MHC is HLA-B07:02 with pseudo-sequence HLA-B07:02. The binding affinity (normalized) is 0.0847. (4) The peptide sequence is KQLDIQYLK. The MHC is HLA-A80:01 with pseudo-sequence HLA-A80:01. The binding affinity (normalized) is 0.0847. (5) The peptide sequence is TPQDLNTML. The MHC is HLA-B53:01 with pseudo-sequence HLA-B53:01. The binding affinity (normalized) is 0.198. (6) The peptide sequence is VTSLIANIDW. The MHC is Mamu-B52 with pseudo-sequence Mamu-B52. The binding affinity (normalized) is 0.455. (7) The peptide sequence is YTVIYPNL. The MHC is H-2-Kb with pseudo-sequence H-2-Kb. The binding affinity (normalized) is 0.692. (8) The peptide sequence is IFSPENKAFK. The MHC is HLA-A03:01 with pseudo-sequence HLA-A03:01. The binding affinity (normalized) is 0.578.